This data is from Reaction yield outcomes from USPTO patents with 853,638 reactions. The task is: Predict the reaction yield, written as a fraction of the theoretical maximum amount of product (1.0 means a 100% yield; for example, 0.34 means a 34% yield). The reactants are [BrH:1].BrC[C:4]1[CH:5]=[C:6]2[C:10](=[CH:11][CH:12]=1)[NH:9][N:8]=[CH:7]2.[O:13]1[CH:18]=[CH:17][CH2:16][CH2:15][CH2:14]1.Cl[CH2:20]Cl. The catalyst is O1CCCC1. The product is [Br:1][CH2:20][C:5]1[CH:4]=[CH:12][CH:11]=[C:10]2[C:6]=1[CH:7]=[N:8][N:9]2[CH:18]1[CH2:17][CH2:16][CH2:15][CH2:14][O:13]1. The yield is 0.780.